Dataset: Retrosynthesis with 50K atom-mapped reactions and 10 reaction types from USPTO. Task: Predict the reactants needed to synthesize the given product. (1) Given the product COC(=O)CCCOc1cc([N+](=O)[O-])c(COc2ccccc2)cc1OC, predict the reactants needed to synthesize it. The reactants are: COC(=O)CCCOc1cc([N+](=O)[O-])c(CBr)cc1OC.Oc1ccccc1. (2) Given the product N#Cc1cc(Cl)cc(Oc2c(C(F)(F)F)ncn(Cc3cc(-c4ccccc4)c(=O)[nH]n3)c2=O)c1, predict the reactants needed to synthesize it. The reactants are: COc1ccc(Cn2nc(Cn3cnc(C(F)(F)F)c(Oc4cc(Cl)cc(C#N)c4)c3=O)cc(-c3ccccc3)c2=O)cc1. (3) Given the product OC[C@H]1CC[C@H]2CN(c3ncc(F)cn3)CCN2C1, predict the reactants needed to synthesize it. The reactants are: Fc1cnc(Cl)nc1.OC[C@H]1CC[C@H]2CNCCN2C1. (4) Given the product CCN(CC)C(=O)c1cccc(-c2ccncc2)c1, predict the reactants needed to synthesize it. The reactants are: CCN(CC)C(=O)c1cccc(Br)c1.OB(O)c1ccncc1. (5) Given the product Cc1ccc(N(CC(C)C)S(=O)(=O)c2cccc(OCCN3CCOCC3)c2)c(C)c1, predict the reactants needed to synthesize it. The reactants are: Cc1ccc(N(CC(C)C)S(=O)(=O)c2cccc(O)c2)c(C)c1.OCCN1CCOCC1. (6) Given the product Nc1ccc(C(=O)Nc2ccc(Sc3ccnc(O)c3)cc2)cc1, predict the reactants needed to synthesize it. The reactants are: O=C(Nc1ccc(Sc2ccnc(O)c2)cc1)c1ccc([N+](=O)[O-])cc1. (7) The reactants are: COC(=O)CCCOc1ccc(CC(C)=O)cc1.NCC(O)c1cc2ccccc2o1. Given the product COC(=O)CCCOc1ccc(CC(C)NCC(O)c2cc3ccccc3o2)cc1, predict the reactants needed to synthesize it. (8) Given the product O=C(O)C(=O)c1ccc(OCC(=O)N2CCN(c3ccccc3)CC2)cc1, predict the reactants needed to synthesize it. The reactants are: CCOC(=O)C(=O)c1ccc(OCC(=O)N2CCN(c3ccccc3)CC2)cc1. (9) Given the product COC1=C(OC)C(=O)C(Cc2ccc(C(=O)NC(C)C)cc2)=C(C)C1=O, predict the reactants needed to synthesize it. The reactants are: CC(C)N.COC1=C(OC)C(=O)C(Cc2ccc(C(=O)O)cc2)=C(C)C1=O. (10) Given the product COCCOc1cc2c(-c3cccc(Br)c3)cnnc2cc1OC, predict the reactants needed to synthesize it. The reactants are: COCCOc1cc2c(Br)cnnc2cc1OC.OB(O)c1cccc(Br)c1.